Task: Predict which catalyst facilitates the given reaction.. Dataset: Catalyst prediction with 721,799 reactions and 888 catalyst types from USPTO (1) Reactant: [OH:1][C:2]1[CH:10]=[C:9]([N:11]2[CH2:16][CH2:15][O:14][CH2:13][CH2:12]2)[CH:8]=[CH:7][C:3]=1[C:4]([NH2:6])=O.[Si](Cl)(C(C)(C)C)(C)C.CCN(C(C)C)C(C)C.COC1C=CC(P2(SP(C3C=CC(OC)=CC=3)(=S)S2)=[S:43])=CC=1.[F-].C([N+](C)(C)C)C1C=CC=CC=1. Product: [OH:1][C:2]1[CH:10]=[C:9]([N:11]2[CH2:16][CH2:15][O:14][CH2:13][CH2:12]2)[CH:8]=[CH:7][C:3]=1[C:4]([NH2:6])=[S:43]. The catalyst class is: 7. (2) Reactant: Br[C:2]1[N:7]=[C:6]([CH:8]=[O:9])[CH:5]=[CH:4][CH:3]=1.[N:10]1([C:16](=[O:19])[CH2:17][CH3:18])[CH2:15][CH2:14][NH:13][CH2:12][CH2:11]1.C(=O)([O-])[O-].[K+].[K+].Cl. Product: [C:16]([N:10]1[CH2:15][CH2:14][N:13]([C:2]2[N:7]=[C:6]([CH:8]=[O:9])[CH:5]=[CH:4][CH:3]=2)[CH2:12][CH2:11]1)(=[O:19])[CH2:17][CH3:18]. The catalyst class is: 136. (3) Reactant: [NH2:1][C@H:2]1[CH2:7][CH2:6][CH2:5][CH2:4][C@@H:3]1[OH:8].S=[C:10]1[CH2:14][S:13][C:12](=[O:15])[NH:11]1. Product: [OH:8][C@H:3]1[CH2:4][CH2:5][CH2:6][CH2:7][C@@H:2]1[NH:1][C:10]1[CH2:14][S:13][C:12](=[O:15])[N:11]=1. The catalyst class is: 8. (4) Reactant: [OH:1][C:2]1[CH:3]=[C:4]2[C:9](=[CH:10][CH:11]=1)[N:8]=[CH:7][CH:6]=[C:5]2[S:12][C:13]1([C:17]([O:19][CH2:20][CH3:21])=[O:18])[CH2:16][CH2:15][CH2:14]1.Br[CH2:23][CH2:24][O:25][CH3:26].C(=O)([O-])[O-].[K+].[K+].CN(C)C=O. Product: [CH3:26][O:25][CH2:24][CH2:23][O:1][C:2]1[CH:3]=[C:4]2[C:9](=[CH:10][CH:11]=1)[N:8]=[CH:7][CH:6]=[C:5]2[S:12][C:13]1([C:17]([O:19][CH2:20][CH3:21])=[O:18])[CH2:14][CH2:15][CH2:16]1. The catalyst class is: 6. (5) The catalyst class is: 77. Reactant: Br[C:2]1[CH:7]=[CH:6][CH:5]=[CH:4][C:3]=1[CH:8]([F:14])[C:9]([O:11]CC)=[O:10].[Cl:15][C:16]1[CH:17]=[C:18](B(O)O)[CH:19]=[CH:20][CH:21]=1.C(=O)([O-])[O-].[K+].[K+].O. Product: [F:14][CH:8]([C:3]1[CH:4]=[CH:5][CH:6]=[CH:7][C:2]=1[C:20]1[CH:19]=[CH:18][CH:17]=[C:16]([Cl:15])[CH:21]=1)[C:9]([OH:11])=[O:10].